Dataset: Full USPTO retrosynthesis dataset with 1.9M reactions from patents (1976-2016). Task: Predict the reactants needed to synthesize the given product. (1) Given the product [C:2]([C:4]1[CH:9]=[CH:8][C:7]([S:16][C:17]2[CH:18]=[C:19]([C:23]3([C:29]([NH2:31])=[O:30])[CH2:28][CH2:27][O:26][CH2:25][CH2:24]3)[CH:20]=[CH:21][CH:22]=2)=[CH:6][C:5]=1[F:11])(=[O:3])[CH3:1], predict the reactants needed to synthesize it. The reactants are: [CH3:1][C:2]([C:4]1[CH:9]=[CH:8][C:7](F)=[CH:6][C:5]=1[F:11])=[O:3].C([Si](C(C)C)(C(C)C)[S:16][C:17]1[CH:18]=[C:19]([C:23]2([C:29]([NH2:31])=[O:30])[CH2:28][CH2:27][O:26][CH2:25][CH2:24]2)[CH:20]=[CH:21][CH:22]=1)(C)C.[F-].C([N+](CCCC)(CCCC)CCCC)CCC.CC(C)([O-])C.[K+].Cl. (2) The reactants are: [CH2:1]([NH2:8])[C:2]1[CH:7]=[CH:6][CH:5]=[CH:4][CH:3]=1.C([BH3-])#N.[Na+].[CH3:13][O:14][C:15]1[CH:16]=[C:17]2[C:22](=[CH:23][CH:24]=1)[N:21]=[CH:20][N:19]=[C:18]2[O:25][CH2:26][CH:27]1[CH2:32][CH2:31][C:30](=O)[CH2:29][CH2:28]1. Given the product [CH2:1]([NH:8][CH:30]1[CH2:29][CH2:28][CH:27]([CH2:26][O:25][C:18]2[C:17]3[C:22](=[CH:23][CH:24]=[C:15]([O:14][CH3:13])[CH:16]=3)[N:21]=[CH:20][N:19]=2)[CH2:32][CH2:31]1)[C:2]1[CH:7]=[CH:6][CH:5]=[CH:4][CH:3]=1, predict the reactants needed to synthesize it. (3) Given the product [F:7][C:6]([F:9])([F:8])[C:5]([N:4]([CH2:17][CH2:16][CH2:15][CH2:14][CH:13]=[CH2:12])[CH3:3])=[O:10], predict the reactants needed to synthesize it. The reactants are: [H-].[Na+].[CH3:3][NH:4][C:5](=[O:10])[C:6]([F:9])([F:8])[F:7].Br[CH2:12][CH2:13][CH2:14][CH2:15][CH:16]=[CH2:17].O. (4) The reactants are: [C:1]([N:4]1[C:13]2[C:8](=[CH:9][C:10]([C:14]3[CH:22]=[CH:21][C:17]([C:18]([OH:20])=[O:19])=[CH:16][CH:15]=3)=[CH:11][CH:12]=2)[C@H:7]([NH:23][C:24]2[CH:29]=[CH:28][C:27]([Cl:30])=[CH:26][CH:25]=2)[CH2:6][C@@H:5]1[CH3:31])(=[O:3])[CH3:2].[C:32]([O-])([O-:34])=[O:33].[K+].[K+].Br[CH2:39][CH2:40][CH2:41][N+:42]([CH3:45])([CH3:44])[CH3:43].[Br-]. Given the product [C:1]([N:4]1[C:13]2[C:8](=[CH:9][C:10]([C:14]3[CH:22]=[CH:21][C:17]([C:18]([O:20][CH2:39][CH2:40][CH2:41][N+:42]([CH3:45])([CH3:44])[CH3:43])=[O:19])=[CH:16][CH:15]=3)=[CH:11][CH:12]=2)[C@H:7]([NH:23][C:24]2[CH:25]=[CH:26][C:27]([Cl:30])=[CH:28][CH:29]=2)[CH2:6][C@@H:5]1[CH3:31])(=[O:3])[CH3:2].[CH:32]([O-:34])=[O:33], predict the reactants needed to synthesize it. (5) Given the product [C:1]([C:5]1[CH:9]=[C:8]([NH:10][C:11]([NH:13][C:14]2[CH:19]=[CH:18][CH:17]=[C:16]([O:20][C:21]3[CH:22]=[N:23][CH:24]=[CH:25][CH:26]=3)[CH:15]=2)=[O:12])[N:7]([C:27]2[CH:28]=[C:29]3[C:34](=[CH:35][CH:36]=2)[CH2:33][NH:32][CH:31]([C:44]([OH:46])=[O:45])[CH2:30]3)[N:6]=1)([CH3:4])([CH3:2])[CH3:3], predict the reactants needed to synthesize it. The reactants are: [C:1]([C:5]1[CH:9]=[C:8]([NH:10][C:11]([NH:13][C:14]2[CH:19]=[CH:18][CH:17]=[C:16]([O:20][C:21]3[CH:22]=[N:23][CH:24]=[CH:25][CH:26]=3)[CH:15]=2)=[O:12])[N:7]([C:27]2[CH:28]=[C:29]3[C:34](=[CH:35][CH:36]=2)[CH2:33][N:32](C(OC(C)(C)C)=O)[CH:31]([C:44]([O:46]CC)=[O:45])[CH2:30]3)[N:6]=1)([CH3:4])([CH3:3])[CH3:2]. (6) Given the product [CH3:1][C:2]1[CH:3]=[C:4]([CH:8]=[CH:9][CH2:10][OH:11])[CH:5]=[CH:6][CH:7]=1, predict the reactants needed to synthesize it. The reactants are: [CH3:1][C:2]1[CH:3]=[C:4]([CH:8]=[CH:9][C:10](O)=[O:11])[CH:5]=[CH:6][CH:7]=1.S(=O)(=O)(O)O. (7) Given the product [CH3:3][C@H:2]([CH2:4][C:5]([O:7][CH3:8])=[O:6])[C:1]([O:10][CH3:11])=[O:9], predict the reactants needed to synthesize it. The reactants are: [C:1]([O:10][CH3:11])(=[O:9])[C:2]([CH2:4][C:5]([O:7][CH3:8])=[O:6])=[CH2:3]. (8) The reactants are: [Cl:1][C:2]1[CH:11]=[CH:10][C:5]2[C:6](=[O:9])[NH:7][S:8][C:4]=2[CH:3]=1.[CH:12]([N:15]=[C:16]=[O:17])([CH3:14])[CH3:13]. Given the product [CH:12]([NH:15][C:16]([N:7]1[C:6](=[O:9])[C:5]2[CH:10]=[CH:11][C:2]([Cl:1])=[CH:3][C:4]=2[S:8]1)=[O:17])([CH3:14])[CH3:13], predict the reactants needed to synthesize it. (9) Given the product [C:22]([O:25][C:26]([NH:1][CH:2]([CH:6]1[CH2:11][CH2:10][CH2:9][CH2:8][CH:7]1[C:12]([F:13])([F:14])[F:15])[C:3]([OH:5])=[O:4])=[O:27])([CH3:24])([CH3:23])[CH3:21], predict the reactants needed to synthesize it. The reactants are: [NH2:1][CH:2]([CH:6]1[CH2:11][CH2:10][CH2:9][CH2:8][CH:7]1[C:12]([F:15])([F:14])[F:13])[C:3]([OH:5])=[O:4].C([O-])(O)=O.[Na+].[CH3:21][C:22]([O:25][C:26](O[C:26]([O:25][C:22]([CH3:24])([CH3:23])[CH3:21])=[O:27])=[O:27])([CH3:24])[CH3:23].